This data is from CYP2D6 inhibition data for predicting drug metabolism from PubChem BioAssay. The task is: Regression/Classification. Given a drug SMILES string, predict its absorption, distribution, metabolism, or excretion properties. Task type varies by dataset: regression for continuous measurements (e.g., permeability, clearance, half-life) or binary classification for categorical outcomes (e.g., BBB penetration, CYP inhibition). Dataset: cyp2d6_veith. (1) The compound is Cc1noc(C)c1-c1cc(N2CCNCC2)ncn1. The result is 0 (non-inhibitor). (2) The result is 1 (inhibitor). The molecule is Nc1ncc(-c2ccccc2)n1CC1CCCO1. (3) The molecule is CC(C(=O)NC1CCCC1)N(C(=O)c1snc(C(N)=O)c1N)c1ccc2c(c1)OCCO2. The result is 1 (inhibitor).